Dataset: Peptide-MHC class II binding affinity with 134,281 pairs from IEDB. Task: Regression. Given a peptide amino acid sequence and an MHC pseudo amino acid sequence, predict their binding affinity value. This is MHC class II binding data. The peptide sequence is WQTLSAALDAQAVEL. The MHC is DRB1_1101 with pseudo-sequence DRB1_1101. The binding affinity (normalized) is 0.401.